Dataset: Forward reaction prediction with 1.9M reactions from USPTO patents (1976-2016). Task: Predict the product of the given reaction. (1) Given the reactants [Cl:1][C:2]1[N:7]=[C:6]([OH:8])[CH:5]=[CH:4][CH:3]=1.C([O-])([O-])=O.[K+].[K+].Br[CH2:16][CH:17]1[CH2:19][CH2:18]1, predict the reaction product. The product is: [Cl:1][C:2]1[CH:3]=[CH:4][CH:5]=[C:6]([O:8][CH2:16][CH:17]2[CH2:19][CH2:18]2)[N:7]=1. (2) Given the reactants [OH:1][C:2]1[CH2:7][C:6]([CH3:9])([CH3:8])[CH2:5][C:4](=O)[C:3]=1[C:11]1[C:19]2[C:14](=[CH:15][CH:16]=[CH:17][CH:18]=2)[NH:13][CH:12]=1.[CH3:20][O:21][C:22]1[CH:23]=[C:24]([CH2:28][C:29](Cl)=O)[CH:25]=[CH:26][CH:27]=1.[NH3:32], predict the reaction product. The product is: [CH3:20][O:21][C:22]1[CH:23]=[C:24]([CH:25]=[CH:26][CH:27]=1)[CH2:28][C:29]1[C:12]2[NH:13][C:14]3[CH:15]=[CH:16][CH:17]=[CH:18][C:19]=3[C:11]=2[C:3]2[C:2](=[O:1])[CH2:7][C:6]([CH3:9])([CH3:8])[CH2:5][C:4]=2[N:32]=1. (3) Given the reactants Cl[C:2]1[N:7]=[C:6]([CH3:8])[N:5]=[C:4]([NH:9][C:10]2[CH:15]=[CH:14][CH:13]=[CH:12][CH:11]=2)[CH:3]=1.[CH3:16][P:17]([C:20]1[CH:26]=[CH:25][C:23]([NH2:24])=[C:22]([O:27][CH3:28])[CH:21]=1)([CH3:19])=[O:18].Cl, predict the reaction product. The product is: [CH3:19][P:17]([C:20]1[CH:26]=[CH:25][C:23]([NH:24][C:2]2[CH:3]=[C:4]([NH:9][C:10]3[CH:15]=[CH:14][CH:13]=[CH:12][CH:11]=3)[N:5]=[C:6]([CH3:8])[N:7]=2)=[C:22]([O:27][CH3:28])[CH:21]=1)([CH3:16])=[O:18]. (4) Given the reactants O1CCCCC1[N:7]1[C:15]2[C:10](=[CH:11][C:12]([C:16]3[N:20]=[CH:19][N:18](C(C4C=CC=CC=4)(C4C=CC=CC=4)C4C=CC=CC=4)[N:17]=3)=[CH:13][CH:14]=2)[C:9]([C:40]2[CH:41]=[C:42]([CH:47]=[CH:48][CH:49]=2)[C:43](OC)=[O:44])=[N:8]1.O.[OH-].[Li+].[C:53]([NH2:62])([C:56]1[CH:61]=[CH:60][CH:59]=[CH:58][CH:57]=1)([CH3:55])[CH3:54].O.ON1C2C=CC=CC=2N=N1.Cl.CN(C)CCCN=C=NCC, predict the reaction product. The product is: [NH:17]1[C:16]([C:12]2[CH:11]=[C:10]3[C:15](=[CH:14][CH:13]=2)[NH:7][N:8]=[C:9]3[C:40]2[CH:41]=[C:42]([C:43]([NH:62][C:53]([CH3:55])([C:56]3[CH:61]=[CH:60][CH:59]=[CH:58][CH:57]=3)[CH3:54])=[O:44])[CH:47]=[CH:48][CH:49]=2)=[N:20][CH:19]=[N:18]1. (5) Given the reactants [C:1]([O:5][C:6]([N:8]([CH3:41])[C@@H:9]([CH3:40])[C:10]([NH:12][C@@H:13]([CH:37]([CH3:39])[CH3:38])[C:14]([N:16]1[C:20]2=[N:21][CH:22]=[CH:23][CH:24]=[C:19]2[CH2:18][C@H:17]1[CH2:25]OS(C1C=CC(C)=CC=1)(=O)=O)=[O:15])=[O:11])=[O:7])([CH3:4])([CH3:3])[CH3:2].[N-:42]=[N+:43]=[N-:44].[Na+], predict the reaction product. The product is: [C:1]([O:5][C:6](=[O:7])[N:8]([C@H:9]([C:10](=[O:11])[NH:12][C@H:13]([C:14]([N:16]1[C:20]2=[N:21][CH:22]=[CH:23][CH:24]=[C:19]2[CH2:18][C@H:17]1[CH2:25][N:42]=[N+:43]=[N-:44])=[O:15])[CH:37]([CH3:39])[CH3:38])[CH3:40])[CH3:41])([CH3:4])([CH3:2])[CH3:3]. (6) Given the reactants [F:1][C:2]1[CH:3]=[N:4][C:5]([NH:8][C:9]2[S:10][C:11]3[CH2:17][CH2:16][N:15]([CH2:18][CH2:19][OH:20])[C:14]4=[N:21][N:22]([CH2:24][C:25]5[CH:30]=[CH:29][C:28]([O:31][CH3:32])=[CH:27][CH:26]=5)[CH:23]=[C:13]4[C:12]=3[N:33]=2)=[N:6][CH:7]=1.[CH3:34][C:35]1[CH:40]=[CH:39][C:38]([S:41](Cl)(=[O:43])=[O:42])=[CH:37][CH:36]=1.CCN(CC)CC, predict the reaction product. The product is: [CH3:34][C:35]1[CH:40]=[CH:39][C:38]([S:41]([O:20][CH2:19][CH2:18][N:15]2[CH2:16][CH2:17][C:11]3[S:10][C:9]([NH:8][C:5]4[N:6]=[CH:7][C:2]([F:1])=[CH:3][N:4]=4)=[N:33][C:12]=3[C:13]3=[CH:23][N:22]([CH2:24][C:25]4[CH:30]=[CH:29][C:28]([O:31][CH3:32])=[CH:27][CH:26]=4)[N:21]=[C:14]23)(=[O:43])=[O:42])=[CH:37][CH:36]=1. (7) Given the reactants [F:1][C:2]1[CH:7]=[C:6]([F:8])[CH:5]=[CH:4][C:3]=1[NH:9][C:10](=[O:27])[NH:11][C:12]1[CH:17]=[CH:16][C:15]([C:18]2[CH:22]=[C:21]([C:23]([OH:25])=O)[O:20][N:19]=2)=[CH:14][C:13]=1[CH3:26].FC1C=CC=C(F)C=1NC(=O)NC1C=CC(C2C=C(C([NH:52][CH:53]([CH:58]([CH3:60])[CH3:59])[C:54]([O:56][CH3:57])=[O:55])=O)ON=2)=CC=1C, predict the reaction product. The product is: [F:1][C:2]1[CH:7]=[C:6]([F:8])[CH:5]=[CH:4][C:3]=1[NH:9][C:10](=[O:27])[NH:11][C:12]1[CH:17]=[CH:16][C:15]([C:18]2[CH:22]=[C:21]([C:23]([NH:52][CH:53]([CH:58]([CH3:60])[CH3:59])[C:54]([O:56][CH3:57])=[O:55])=[O:25])[O:20][N:19]=2)=[CH:14][C:13]=1[CH3:26].